Dataset: Forward reaction prediction with 1.9M reactions from USPTO patents (1976-2016). Task: Predict the product of the given reaction. The product is: [CH2:6]([C:10]1[N:11]([CH2:28][C:29]2[CH:34]=[CH:33][C:32]([C:35]3[CH:40]=[CH:39][CH:38]=[CH:37][C:36]=3[C:41]3[NH:45][N:44]=[N:43][N:42]=3)=[CH:31][CH:30]=2)[C:12]([C:16]([O:18][CH2:19][P:20](=[O:21])([OH:22])[OH:25])=[O:17])=[C:13]([Cl:15])[N:14]=1)[CH2:7][CH2:8][CH3:9]. Given the reactants Br[Si](C)(C)C.[CH2:6]([C:10]1[N:11]([CH2:28][C:29]2[CH:34]=[CH:33][C:32]([C:35]3[CH:40]=[CH:39][CH:38]=[CH:37][C:36]=3[C:41]3[NH:45][N:44]=[N:43][N:42]=3)=[CH:31][CH:30]=2)[C:12]([C:16]([O:18][CH2:19][P:20]([O:25]CC)([O:22]CC)=[O:21])=[O:17])=[C:13]([Cl:15])[N:14]=1)[CH2:7][CH2:8][CH3:9].CO, predict the reaction product.